From a dataset of Forward reaction prediction with 1.9M reactions from USPTO patents (1976-2016). Predict the product of the given reaction. (1) Given the reactants [H-].[Al+3].[Li+].[H-].[H-].[H-].[F:7][C:8]1[CH:16]=[CH:15][C:14]([CH3:17])=[CH:13][C:9]=1[C:10](O)=[O:11], predict the reaction product. The product is: [F:7][C:8]1[CH:16]=[CH:15][C:14]([CH3:17])=[CH:13][C:9]=1[CH2:10][OH:11]. (2) Given the reactants [F:1][C:2]1[CH:7]=[CH:6][C:5]([C@H:8]([NH:10][C:11]([C@H:13]2[CH2:18][CH2:17][C@H:16]([NH:19][S:20]([C:23]3[CH:24]=[N:25][C:26](Cl)=[CH:27][CH:28]=3)(=[O:22])=[O:21])[CH2:15][CH2:14]2)=[O:12])[CH3:9])=[CH:4][CH:3]=1.[NH:30]1[CH:34]=[CH:33][CH:32]=[N:31]1.CC1(C)C2C(=C(P(C3C=CC=CC=3)C3C=CC=CC=3)C=CC=2)OC2C(P(C3C=CC=CC=3)C3C=CC=CC=3)=CC=CC1=2.CC(C)([O-])C.[Na+], predict the reaction product. The product is: [F:1][C:2]1[CH:7]=[CH:6][C:5]([C@H:8]([NH:10][C:11]([C@H:13]2[CH2:18][CH2:17][C@H:16]([NH:19][S:20]([C:23]3[CH:24]=[N:25][C:26]([N:30]4[CH:34]=[CH:33][CH:32]=[N:31]4)=[CH:27][CH:28]=3)(=[O:22])=[O:21])[CH2:15][CH2:14]2)=[O:12])[CH3:9])=[CH:4][CH:3]=1.